This data is from Forward reaction prediction with 1.9M reactions from USPTO patents (1976-2016). The task is: Predict the product of the given reaction. The product is: [CH3:19][C:9]1[C:10]2[CH2:11][CH2:12][CH2:13][CH2:14][C:15]=2[N:16]=[C:17]2[C:8]=1[CH:7]=[CH:6][C:5]([C:3]([OH:4])=[O:2])=[CH:18]2. Given the reactants C[O:2][C:3]([C:5]1[CH:6]=[CH:7][C:8]2[C:17]([CH:18]=1)=[N:16][C:15]1[CH2:14][CH2:13][CH2:12][CH2:11][C:10]=1[C:9]=2[CH3:19])=[O:4].[OH-].[Na+], predict the reaction product.